From a dataset of Forward reaction prediction with 1.9M reactions from USPTO patents (1976-2016). Predict the product of the given reaction. (1) Given the reactants [CH3:1][O:2][C:3]1[CH:8]=[CH:7][N:6]=[C:5]([Sn](CCCC)(CCCC)CCCC)[CH:4]=1.Br[C:23]1[CH:24]=[C:25]([C:30]2([C:41]3[CH:42]=[N:43][CH:44]=[N:45][CH:46]=3)[C:38]3[C:33](=[C:34]([F:39])[CH:35]=[CH:36][CH:37]=3)[C:32]([NH2:40])=[N:31]2)[CH:26]=[CH:27][C:28]=1[F:29], predict the reaction product. The product is: [F:39][C:34]1[CH:35]=[CH:36][CH:37]=[C:38]2[C:33]=1[C:32]([NH2:40])=[N:31][C:30]2([C:25]1[CH:26]=[CH:27][C:28]([F:29])=[C:23]([C:5]2[CH:4]=[C:3]([O:2][CH3:1])[CH:8]=[CH:7][N:6]=2)[CH:24]=1)[C:41]1[CH:46]=[N:45][CH:44]=[N:43][CH:42]=1. (2) Given the reactants C([O:3][C:4]([C:6]1[S:13][C:12]2[C:11]3[S:14][C:15]4[C:19]([CH2:20][CH2:21][CH2:22][CH2:23][CH2:24][CH2:25][CH2:26][CH2:27][CH2:28][CH3:29])=[C:18]([C:30]([O:32]CC)=[O:31])[S:17][C:16]=4[C:10]=3[S:9][C:8]=2[C:7]=1[CH2:35][CH2:36][CH2:37][CH2:38][CH2:39][CH2:40][CH2:41][CH2:42][CH2:43][CH3:44])=[O:5])C.[Li+].[OH-].C1COCC1, predict the reaction product. The product is: [CH2:20]([C:19]1[C:15]2[S:14][C:11]3[C:12]4[S:13][C:6]([C:4]([OH:5])=[O:3])=[C:7]([CH2:35][CH2:36][CH2:37][CH2:38][CH2:39][CH2:40][CH2:41][CH2:42][CH2:43][CH3:44])[C:8]=4[S:9][C:10]=3[C:16]=2[S:17][C:18]=1[C:30]([OH:32])=[O:31])[CH2:21][CH2:22][CH2:23][CH2:24][CH2:25][CH2:26][CH2:27][CH2:28][CH3:29]. (3) Given the reactants [CH3:1][O:2][C:3]1[CH:8]=[CH:7][C:6]([S:9]([C:12]([CH2:20][C:21]#[C:22][CH3:23])([CH2:16][C:17]#[C:18][CH3:19])[C:13](O)=[O:14])(=[O:11])=[O:10])=[CH:5][CH:4]=1.Cl.[NH2:25][OH:26], predict the reaction product. The product is: [OH:26][NH:25][C:13](=[O:14])[C:12]([S:9]([C:6]1[CH:7]=[CH:8][C:3]([O:2][CH3:1])=[CH:4][CH:5]=1)(=[O:11])=[O:10])([CH2:20][C:21]#[C:22][CH3:23])[CH2:16][C:17]#[C:18][CH3:19]. (4) Given the reactants [NH2:1][C:2]1[CH:21]=[CH:20][C:19]([F:22])=[CH:18][C:3]=1[O:4][CH:5]1[CH2:10][CH2:9][N:8]([C:11]([O:13][C:14]([CH3:17])([CH3:16])[CH3:15])=[O:12])[CH2:7][CH2:6]1.Cl[C:24]1[C:25]2[C:32]([CH3:33])=[C:31]([C:34]([O:36][CH3:37])=[O:35])[S:30][C:26]=2[N:27]=[CH:28][N:29]=1.O.[OH-].[NH4+], predict the reaction product. The product is: [C:14]([O:13][C:11]([N:8]1[CH2:9][CH2:10][CH:5]([O:4][C:3]2[CH:18]=[C:19]([F:22])[CH:20]=[CH:21][C:2]=2[NH:1][C:24]2[C:25]3[C:32]([CH3:33])=[C:31]([C:34]([O:36][CH3:37])=[O:35])[S:30][C:26]=3[N:27]=[CH:28][N:29]=2)[CH2:6][CH2:7]1)=[O:12])([CH3:16])([CH3:17])[CH3:15].